This data is from Catalyst prediction with 721,799 reactions and 888 catalyst types from USPTO. The task is: Predict which catalyst facilitates the given reaction. (1) Reactant: C(OC(=O)[NH:7][CH:8]([CH:11]([OH:24])[C:12](=[NH:23])[NH:13][O:14][C:15](=O)[C:16]1[CH:21]=[CH:20][CH:19]=[CH:18][CH:17]=1)[CH2:9][CH3:10])(C)(C)C.O.C(O)(C(F)(F)F)=O. Product: [NH2:7][CH:8]([CH2:9][CH3:10])[CH:11]([C:12]1[N:23]=[C:15]([C:16]2[CH:21]=[CH:20][CH:19]=[CH:18][CH:17]=2)[O:14][N:13]=1)[OH:24]. The catalyst class is: 261. (2) The catalyst class is: 1. Reactant: [CH3:1][C:2]1([CH3:22])[N:6]([C:7]2[S:8][C:9]3[CH:15]=[C:14]([C:16]#[N:17])[CH:13]=[CH:12][C:10]=3[N:11]=2)[C@@H:5]2[CH2:18][CH2:19][CH2:20][CH2:21][C@H:4]2[O:3]1.[H-].[H-].[H-].[H-].[Li+].[Al+3]. Product: [CH3:1][C:2]1([CH3:22])[N:6]([C:7]2[S:8][C:9]3[CH:15]=[C:14]([CH2:16][NH2:17])[CH:13]=[CH:12][C:10]=3[N:11]=2)[C@@H:5]2[CH2:18][CH2:19][CH2:20][CH2:21][C@H:4]2[O:3]1. (3) Reactant: [CH3:1][S:2]([C:5]1[CH:6]=[CH:7][C:8]2[C:9]3[N:30]=[CH:29][C:28](B(O)O)=[CH:27][C:10]=3[N:11]([C@H:14]([C:21]3[CH:26]=[CH:25][CH:24]=[CH:23][CH:22]=3)[CH:15]3[CH2:20][CH2:19][O:18][CH2:17][CH2:16]3)[C:12]=2[CH:13]=1)(=[O:4])=[O:3].Br[C:35]1[N:39]([CH3:40])[N:38]=[N:37][CH:36]=1.C(=O)([O-])[O-].[K+].[K+]. Product: [CH3:1][S:2]([C:5]1[CH:6]=[CH:7][C:8]2[C:9]3[N:30]=[CH:29][C:28]([C:35]4[N:39]([CH3:40])[N:38]=[N:37][CH:36]=4)=[CH:27][C:10]=3[N:11]([C@@H:14]([CH:15]3[CH2:20][CH2:19][O:18][CH2:17][CH2:16]3)[C:21]3[CH:26]=[CH:25][CH:24]=[CH:23][CH:22]=3)[C:12]=2[CH:13]=1)(=[O:4])=[O:3]. The catalyst class is: 669. (4) Reactant: [Br:1][C:2]1[CH:3]=[C:4]([C:9]2[CH:14]=[CH:13][CH:12]=[CH:11][CH:10]=2)[CH:5]=[CH:6][C:7]=1[OH:8].C(=O)([O-])[O-].[K+].[K+].C(Br)C=C.[CH2:25]([O:28]CC=C)[CH:26]=[CH2:27].C(C1C(C(F)(F)F)=CC=C(Cl)C=1O)C=C.C(C1C=C(C2C=CC=CC=2)C=C(Br)C=1O)C=C.ClC1C=C(C=CC=1)C(OO)=O.ClC1C2OC(CO)CC=2C(C(F)(F)F)=CC=1. Product: [Br:1][C:2]1[C:7]2[O:8][CH:26]([CH2:25][OH:28])[CH2:27][C:6]=2[CH:5]=[C:4]([C:9]2[CH:14]=[CH:13][CH:12]=[CH:11][CH:10]=2)[CH:3]=1. The catalyst class is: 728. (5) Reactant: Cl[C:2]1[C:12]2[CH:11]=[C:10]([C:13]([O:15][CH3:16])=[O:14])[CH2:9][CH2:8][NH:7][C:6]=2[N:5]=[CH:4][N:3]=1.[Cl:17][C:18]1[CH:19]=[C:20]([CH:22]=[CH:23][C:24]=1[O:25][C:26]1[CH:31]=[CH:30][CH:29]=[C:28]([S:32]([CH2:35][CH:36]2[CH2:38][CH2:37]2)(=[O:34])=[O:33])[CH:27]=1)[NH2:21].[Cl-].[NH+]1C=CC=CC=1. Product: [Cl:17][C:18]1[CH:19]=[C:20]([NH:21][C:2]2[C:12]3[CH:11]=[C:10]([C:13]([O:15][CH3:16])=[O:14])[CH2:9][CH2:8][NH:7][C:6]=3[N:5]=[CH:4][N:3]=2)[CH:22]=[CH:23][C:24]=1[O:25][C:26]1[CH:31]=[CH:30][CH:29]=[C:28]([S:32]([CH2:35][CH:36]2[CH2:38][CH2:37]2)(=[O:33])=[O:34])[CH:27]=1. The catalyst class is: 60.